Dataset: Catalyst prediction with 721,799 reactions and 888 catalyst types from USPTO. Task: Predict which catalyst facilitates the given reaction. (1) Reactant: [NH2:1][C:2]1[N:10]=[CH:9][N:8]=[C:7]2[C:3]=1[N:4]=[CH:5][N:6]2[C@H:11]1[C@@H:15]2[O:16][C:17]([CH3:20])([CH3:19])[O:18][C@@H:14]2[C@@H:13]([CH2:21][NH:22][CH:23]2[CH2:26][CH:25]([CH2:27][CH2:28][C:29]([O:31][CH2:32][C:33]3[CH:38]=[CH:37][CH:36]=[CH:35][CH:34]=3)=[O:30])[CH2:24]2)[O:12]1.[BH3-][C:40]#N.[Na+].CC(O)=O.C=O. Product: [NH2:1][C:2]1[N:10]=[CH:9][N:8]=[C:7]2[C:3]=1[N:4]=[CH:5][N:6]2[C@H:11]1[C@@H:15]2[O:16][C:17]([CH3:19])([CH3:20])[O:18][C@@H:14]2[C@@H:13]([CH2:21][N:22]([CH3:40])[CH:23]2[CH2:26][CH:25]([CH2:27][CH2:28][C:29]([O:31][CH2:32][C:33]3[CH:34]=[CH:35][CH:36]=[CH:37][CH:38]=3)=[O:30])[CH2:24]2)[O:12]1. The catalyst class is: 24. (2) Reactant: [Cl:1][C:2]1[CH:3]=[C:4]([NH:16][C:17]2[C:18]3[C:25]4[CH:26]=[CH:27][C:28]([CH2:30][C:31](O)=[O:32])=[CH:29][C:24]=4[S:23][C:19]=3[N:20]=[CH:21][N:22]=2)[CH:5]=[CH:6][C:7]=1[O:8][CH2:9][C:10]1[CH:15]=[CH:14][CH:13]=[CH:12][N:11]=1.C1C=CC2N(O)N=NC=2C=1.CCN=C=NCCCN(C)C.[NH:55]1[CH2:60][CH2:59][O:58][CH2:57][CH2:56]1. Product: [Cl:1][C:2]1[CH:3]=[C:4]([NH:16][C:17]2[C:18]3[C:25]4[CH:26]=[CH:27][C:28]([CH2:30][C:31]([N:55]5[CH2:60][CH2:59][O:58][CH2:57][CH2:56]5)=[O:32])=[CH:29][C:24]=4[S:23][C:19]=3[N:20]=[CH:21][N:22]=2)[CH:5]=[CH:6][C:7]=1[O:8][CH2:9][C:10]1[CH:15]=[CH:14][CH:13]=[CH:12][N:11]=1. The catalyst class is: 2.